Task: Predict the reactants needed to synthesize the given product.. Dataset: Full USPTO retrosynthesis dataset with 1.9M reactions from patents (1976-2016) (1) Given the product [O:2]=[C:3]1[NH:12][C:11]2[N:10]=[CH:9][CH:8]=[C:7]([O:13][C:14]3[CH:15]=[CH:16][C:17]4[O:21][C@@H:20]5[C@@H:22]([NH:23][C:24](=[O:25])[C:26]6[CH:45]=[CH:44][C:29]([CH2:30][N:31]7[CH2:32][CH2:33][NH:34][CH2:35][CH2:36]7)=[C:28]([C:46]([F:47])([F:49])[F:48])[CH:27]=6)[C@@H:19]5[C:18]=4[CH:50]=3)[C:6]=2[CH2:5][CH2:4]1, predict the reactants needed to synthesize it. The reactants are: Cl.[O:2]=[C:3]1[NH:12][C:11]2[N:10]=[CH:9][CH:8]=[C:7]([O:13][C:14]3[CH:15]=[CH:16][C:17]4[O:21][C@@H:20]5[C@@H:22]([NH:23][C:24]([C:26]6[CH:45]=[CH:44][C:29]([CH2:30][N:31]7[CH2:36][CH2:35][N:34](C(OC(C)(C)C)=O)[CH2:33][CH2:32]7)=[C:28]([C:46]([F:49])([F:48])[F:47])[CH:27]=6)=[O:25])[C@@H:19]5[C:18]=4[CH:50]=3)[C:6]=2[CH2:5][CH2:4]1. (2) Given the product [CH3:1][N:2]([C:9]1[CH:14]=[CH:13][CH:12]=[CH:11][CH:10]=1)[CH2:3][C:4]([OH:6])=[O:5], predict the reactants needed to synthesize it. The reactants are: [CH3:1][N:2]([C:9]1[CH:14]=[CH:13][CH:12]=[CH:11][CH:10]=1)[CH2:3][C:4]([O:6]CC)=[O:5].[OH-].[Na+].C(O)(=O)CC(CC(O)=O)(C(O)=O)O. (3) Given the product [C:35]([C:44]1[N:45]=[CH:46][C:41]([NH:40][C:2]2[CH:7]=[C:6]([NH:8][CH2:9][CH:10]3[CH2:15][CH2:14][N:13]([C:16]([O:18][C:19]([CH3:22])([CH3:21])[CH3:20])=[O:17])[CH2:12][CH2:11]3)[C:5]([C:30]#[C:29][C:27]([OH:26])([CH3:31])[CH3:28])=[CH:4][N:3]=2)=[N:42][CH:43]=1)#[N:34], predict the reactants needed to synthesize it. The reactants are: Cl[C:2]1[CH:7]=[C:6]([NH:8][CH2:9][CH:10]2[CH2:15][CH2:14][N:13]([C:16]([O:18][C:19]([CH3:22])([CH3:21])[CH3:20])=[O:17])[CH2:12][CH2:11]2)[C:5](I)=[CH:4][N:3]=1.C[Si](C)(C)[O:26][C:27]([CH3:31])([C:29]#[CH:30])[CH3:28].[N:34]1C=CC=C[CH:35]=1.[NH2:40][C:41]1[CH2:46][N:45](C#N)[CH:44]=[CH:43][N:42]=1.CC1(C)C2C(=C(P(C3C=CC=CC=3)C3C=CC=CC=3)C=CC=2)OC2C(P(C3C=CC=CC=3)C3C=CC=CC=3)=CC=CC1=2.C(=O)([O-])[O-].[Cs+].[Cs+]. (4) Given the product [N:18]1[CH:19]=[CH:20][C:15]([C:7]2[CH:6]=[C:5]([CH:10]=[CH:9][CH:8]=2)[C:3]([O:2][CH3:1])=[O:4])=[CH:16][CH:17]=1, predict the reactants needed to synthesize it. The reactants are: [CH3:1][O:2][C:3]([C:5]1[CH:6]=[C:7](B(O)O)[CH:8]=[CH:9][CH:10]=1)=[O:4].Br[C:15]1[CH:20]=[CH:19][N:18]=[CH:17][CH:16]=1.C([O-])([O-])=O.[K+].[K+].O1CCOCC1.